Dataset: Catalyst prediction with 721,799 reactions and 888 catalyst types from USPTO. Task: Predict which catalyst facilitates the given reaction. (1) Reactant: [NH2:1][C:2]1[CH:3]=[C:4]([CH:8]=[CH:9][C:10]=1[NH2:11])[C:5]([OH:7])=[O:6].[F:12][C:13]([F:31])([F:30])[C:14]1[CH:29]=[CH:28][CH:27]=[CH:26][C:15]=1[C:16]([C:18]1[CH:25]=[CH:24][C:21]([CH:22]=O)=[CH:20][CH:19]=1)=[O:17]. Product: [F:12][C:13]([F:30])([F:31])[C:14]1[CH:29]=[CH:28][CH:27]=[CH:26][C:15]=1[C:16]([C:18]1[CH:25]=[CH:24][C:21]([C:22]2[NH:11][C:10]3[CH:9]=[CH:8][C:4]([C:5]([OH:7])=[O:6])=[CH:3][C:2]=3[N:1]=2)=[CH:20][CH:19]=1)=[O:17]. The catalyst class is: 3. (2) Reactant: C1(C[N:8]([CH2:23][C@@H:24]([C@H:26]2[CH2:31][CH2:30][C:29]3[CH:32]=[C:33]([F:36])[CH:34]=[CH:35][C:28]=3[O:27]2)[OH:25])[CH2:9][C@@H:10]([C@@H:12]2[CH2:17][CH2:16][C:15]3[CH:18]=[C:19]([F:22])[CH:20]=[CH:21][C:14]=3[O:13]2)[OH:11])C=CC=CC=1.C([O-])=O.[NH4+].O. Product: [NH:8]([CH2:23][C@@H:24]([C@H:26]1[CH2:31][CH2:30][C:29]2[CH:32]=[C:33]([F:36])[CH:34]=[CH:35][C:28]=2[O:27]1)[OH:25])[CH2:9][C@@H:10]([C@@H:12]1[CH2:17][CH2:16][C:15]2[CH:18]=[C:19]([F:22])[CH:20]=[CH:21][C:14]=2[O:13]1)[OH:11]. The catalyst class is: 19.